This data is from Forward reaction prediction with 1.9M reactions from USPTO patents (1976-2016). The task is: Predict the product of the given reaction. (1) Given the reactants [Cl:1][C:2]1[CH:9]=[C:8]([C:10]2[CH:15]=[CH:14][C:13](=[O:16])[N:12]([CH2:17][CH2:18][O:19][C:20]3[C:29]4[C:24](=[CH:25][C:26]([O:30][CH3:31])=[CH:27][CH:28]=4)[N:23]=[CH:22][CH:21]=3)[N:11]=2)[CH:7]=[CH:6][C:3]=1[CH:4]=[O:5].[F:32][C:33]([Si](C)(C)C)([F:35])[F:34].[F-].C[N+](C)(C)C, predict the reaction product. The product is: [Cl:1][C:2]1[CH:9]=[C:8]([C:10]2[CH:15]=[CH:14][C:13](=[O:16])[N:12]([CH2:17][CH2:18][O:19][C:20]3[C:29]4[C:24](=[CH:25][C:26]([O:30][CH3:31])=[CH:27][CH:28]=4)[N:23]=[CH:22][CH:21]=3)[N:11]=2)[CH:7]=[CH:6][C:3]=1[CH:4]([OH:5])[C:33]([F:35])([F:34])[F:32]. (2) Given the reactants C[O:2][C:3](=[O:22])[CH:4]([C:11]1[CH:16]=[CH:15][C:14]([S:17]([CH3:20])(=[O:19])=[O:18])=[C:13]([Cl:21])[CH:12]=1)[CH2:5][CH:6]1[CH2:10][CH2:9][O:8][CH2:7]1.[OH-].[K+], predict the reaction product. The product is: [Cl:21][C:13]1[CH:12]=[C:11]([CH:4]([CH2:5][CH:6]2[CH2:10][CH2:9][O:8][CH2:7]2)[C:3]([OH:22])=[O:2])[CH:16]=[CH:15][C:14]=1[S:17]([CH3:20])(=[O:19])=[O:18]. (3) Given the reactants [NH:1]1[CH2:6][CH2:5][CH:4]([C:7]2[CH:15]=[CH:14][CH:13]=[C:12]3[C:8]=2[CH2:9][C:10](=[O:16])[NH:11]3)[CH2:3][CH2:2]1.[O:17]=[C:18]1[CH2:22][CH2:21][CH2:20][N:19]1[CH2:23][CH2:24][CH2:25][NH:26][C:27]([C:29]1[C:33]([CH3:34])=[C:32]([CH:35]=O)[NH:31][CH:30]=1)=[O:28], predict the reaction product. The product is: [O:17]=[C:18]1[CH2:22][CH2:21][CH2:20][N:19]1[CH2:23][CH2:24][CH2:25][NH:26][C:27]([C:29]1[C:33]([CH3:34])=[C:32]([CH:35]=[C:9]2[C:8]3[C:12](=[CH:13][CH:14]=[CH:15][C:7]=3[CH:4]3[CH2:3][CH2:2][NH:1][CH2:6][CH2:5]3)[NH:11][C:10]2=[O:16])[NH:31][CH:30]=1)=[O:28]. (4) Given the reactants [Na].Cl[CH2:3][CH2:4][C:5]([NH:7][C:8]1[CH:13]=[C:12]([NH:14][C:15](=[O:19])[CH2:16][CH2:17]Cl)[CH:11]=[CH:10][C:9]=1[S:20]([OH:23])(=[O:22])=[O:21])=[O:6], predict the reaction product. The product is: [C:5]([NH:7][C:8]1[CH:13]=[C:12]([NH:14][C:15](=[O:19])[CH:16]=[CH2:17])[CH:11]=[CH:10][C:9]=1[S:20]([OH:23])(=[O:21])=[O:22])(=[O:6])[CH:4]=[CH2:3]. (5) Given the reactants [Cl:1][C:2]1[CH:25]=[CH:24][CH:23]=[CH:22][C:3]=1[CH2:4][C:5]1[C:12](=[O:13])[N:8]2[CH2:9][CH2:10][CH2:11][N:7]2[C:6]=1[C:14]1[CH:19]=[CH:18][N:17]=[C:16](SC)[N:15]=1.O[O:27][S:28]([O-:30])=O.[K+].S([O-])(O[O-])(=O)=O.[K+].[K+].[C:40]([O-])(O)=O.[Na+], predict the reaction product. The product is: [Cl:1][C:2]1[CH:25]=[CH:24][CH:23]=[CH:22][C:3]=1[CH2:4][C:5]1[C:12](=[O:13])[N:8]2[CH2:9][CH2:10][CH2:11][N:7]2[C:6]=1[C:14]1[CH:19]=[CH:18][N:17]=[C:16]([S:28]([CH3:40])(=[O:30])=[O:27])[N:15]=1. (6) Given the reactants [N:1]([CH:4]([C:6]1[CH:11]=[CH:10][CH:9]=[CH:8][C:7]=1[S:12]([CH:15]([CH3:17])[CH3:16])(=[O:14])=[O:13])[CH3:5])=[N+]=[N-].[H][H].[ClH:20], predict the reaction product. The product is: [ClH:20].[CH:15]([S:12]([C:7]1[CH:8]=[CH:9][CH:10]=[CH:11][C:6]=1[CH:4]([NH2:1])[CH3:5])(=[O:14])=[O:13])([CH3:17])[CH3:16]. (7) Given the reactants [C:1]([NH:5][C:6](=[O:8])[O-:7])(C)([CH3:3])[CH3:2].[C:9](OCl)([CH3:12])([CH3:11])[CH3:10].[OH-:15].[Na+].CCC1C2CC(C(OC3C4C(=CC=CC=4)C(OC([C:63]4[CH:72]=CN=[C:69]5[C:64]=4[CH:65]=[C:66](OC)[CH:67]=[CH:68]5)C4N5CC(CC)C(CC5)C4)=NN=3)[C:63]3[CH:72]=CN=[C:69]4[C:64]=3[CH:65]=[C:66](OC)[CH:67]=[CH:68]4)N(CC2)C1.[C:75]([O:78][CH2:79][CH3:80])(=[O:77])C, predict the reaction product. The product is: [C:9]([O:7][C:6]([NH:5][C@H:1]([CH2:3][CH2:72][CH2:63][C:64]1[CH:65]=[CH:66][CH:67]=[CH:68][CH:69]=1)[C@H:2]([OH:15])[C:75]([O:78][CH2:79][CH3:80])=[O:77])=[O:8])([CH3:12])([CH3:11])[CH3:10]. (8) Given the reactants [Cl:1][C:2]1[CH:3]=[C:4]([C:9]2[NH:13][N:12]=[C:11]([N:14]3[CH2:23][CH2:22][C:17]4(OCC[O:18]4)[CH2:16][CH2:15]3)[CH:10]=2)[CH:5]=[CH:6][C:7]=1[Cl:8].Cl, predict the reaction product. The product is: [Cl:1][C:2]1[CH:3]=[C:4]([C:9]2[NH:13][N:12]=[C:11]([N:14]3[CH2:15][CH2:16][C:17](=[O:18])[CH2:22][CH2:23]3)[CH:10]=2)[CH:5]=[CH:6][C:7]=1[Cl:8].